From a dataset of CYP3A4 inhibition data for predicting drug metabolism from PubChem BioAssay. Regression/Classification. Given a drug SMILES string, predict its absorption, distribution, metabolism, or excretion properties. Task type varies by dataset: regression for continuous measurements (e.g., permeability, clearance, half-life) or binary classification for categorical outcomes (e.g., BBB penetration, CYP inhibition). Dataset: cyp3a4_veith. (1) The drug is C/C(CCN1CCCc2nc(C)c(C)cc21)=N\O[C@@H](C)c1cn([C@H](CO)Cc2ccccc2)nn1. The result is 1 (inhibitor). (2) The molecule is Cl.Fc1ccc(CCNCc2ccc(Cl)c(Cl)c2)cc1. The result is 0 (non-inhibitor). (3) The drug is S=C(NCCC(c1ccccc1)c1ccccc1)Nc1ccc(Cl)cc1. The result is 1 (inhibitor). (4) The compound is COc1ccc([C@@H](C)c2cc3c(cc2O)OCO3)cc1. The result is 1 (inhibitor). (5) The compound is CC(C)(C)C(=O)NC(c1ccc(Cl)cc1)[C@]1(C)C[C@H]1C1CCCCC1. The result is 1 (inhibitor). (6) The molecule is COC(=O)[C@@]1(Cc2ccc(OC)cc2)[C@H]2c3cc(C(=O)N4CCCC4)n(CCO)c3C[C@H]2CN1C(=O)c1ccccc1. The result is 1 (inhibitor). (7) The compound is Cc1ccc(S(=O)(=O)O)cc1.NC1(C(=O)OCc2ccccc2)CCCC1. The result is 0 (non-inhibitor).